Task: Predict which catalyst facilitates the given reaction.. Dataset: Catalyst prediction with 721,799 reactions and 888 catalyst types from USPTO (1) Reactant: [CH2:1]([N:8]1[CH2:13][CH:12]=[C:11]([CH2:14][CH2:15][OH:16])[CH2:10][CH2:9]1)[C:2]1[CH:7]=[CH:6][CH:5]=[CH:4][CH:3]=1.[C:17]1([CH3:27])[CH:22]=[CH:21][C:20]([S:23](Cl)(=[O:25])=[O:24])=[CH:19][CH:18]=1.C(N(CC)CC)C. Product: [CH2:1]([N:8]1[CH2:9][CH:10]=[C:11]([CH2:14][CH2:15][O:16][S:23]([C:20]2[CH:21]=[CH:22][C:17]([CH3:27])=[CH:18][CH:19]=2)(=[O:25])=[O:24])[CH2:12][CH2:13]1)[C:2]1[CH:7]=[CH:6][CH:5]=[CH:4][CH:3]=1. The catalyst class is: 154. (2) Reactant: [C:1]([C:3]1[CH:11]=[CH:10][CH:9]=[C:8]2[C:4]=1[CH2:5][CH2:6][C@@H:7]2[N:12]([CH2:20][C:21]([N:23]([CH3:25])[CH3:24])=[O:22])[C:13](=[O:19])[O:14][C:15]([CH3:18])([CH3:17])[CH3:16])#[N:2].Cl.[NH2:27][OH:28].C(N(CC)CC)C. Product: [CH3:25][N:23]([CH3:24])[C:21](=[O:22])[CH2:20][N:12]([C@@H:7]1[C:8]2[C:4](=[C:3]([C:1](=[NH:2])[NH:27][OH:28])[CH:11]=[CH:10][CH:9]=2)[CH2:5][CH2:6]1)[C:13](=[O:19])[O:14][C:15]([CH3:18])([CH3:17])[CH3:16]. The catalyst class is: 14. (3) Reactant: C[O-].[Na+].[CH3:4][C:5]1([CH3:32])[CH2:14][CH2:13][C:12]([CH3:16])([CH3:15])[C:11]2[CH:10]=[C:9]([C:17]([CH2:19][O:20][C:21]3[CH:30]=[CH:29][C:24]([C:25]([O:27][CH3:28])=[O:26])=[CH:23][C:22]=3[I:31])=O)[CH:8]=[CH:7][C:6]1=2.[Br-].[CH3:34]P(C1C=CC=CC=1)(C1C=CC=CC=1)C1C=CC=CC=1. Product: [I:31][C:22]1[CH:23]=[C:24]([CH:29]=[CH:30][C:21]=1[O:20][CH:19]=[C:17]([C:9]1[CH:8]=[CH:7][C:6]2[C:5]([CH3:4])([CH3:32])[CH2:14][CH2:13][C:12]([CH3:15])([CH3:16])[C:11]=2[CH:10]=1)[CH3:34])[C:25]([O:27][CH3:28])=[O:26]. The catalyst class is: 1. (4) Reactant: [H-].[Na+].[CH3:3][O:4][C:5]([C:7]1[CH:12]=[CH:11][C:10]([CH2:13][CH2:14][CH:15]([C:22]([O:24][CH2:25][CH:26]=[CH2:27])=[O:23])[C:16]([O:18][CH2:19][CH:20]=[CH2:21])=[O:17])=[CH:9][CH:8]=1)=[O:6].Br[CH2:29][CH2:30][C:31]1([CH2:34][C:35]([O:37][CH2:38][CH3:39])=[O:36])[CH2:33][CH2:32]1.O. Product: [CH2:38]([O:37][C:35](=[O:36])[CH2:34][C:31]1([CH2:30][CH2:29][C:15]([CH2:14][CH2:13][C:10]2[CH:9]=[CH:8][C:7]([C:5]([O:4][CH3:3])=[O:6])=[CH:12][CH:11]=2)([C:22]([O:24][CH2:25][CH:26]=[CH2:27])=[O:23])[C:16]([O:18][CH2:19][CH:20]=[CH2:21])=[O:17])[CH2:32][CH2:33]1)[CH3:39]. The catalyst class is: 39. (5) Reactant: C(=O)([O-])[O-].[K+].[K+].Cl[C:8]1[N:13]=[CH:12][C:11]([C:14]#[N:15])=[CH:10][CH:9]=1.[Cl:16][C:17]1[N:18]=[CH:19][NH:20][C:21]=1[Cl:22]. Product: [Cl:16][C:17]1[N:18]=[CH:19][N:20]([C:8]2[N:13]=[CH:12][C:11]([C:14]#[N:15])=[CH:10][CH:9]=2)[C:21]=1[Cl:22]. The catalyst class is: 16. (6) Reactant: [F:1][C:2]1(F)[C:10]2[C:5](=[CH:6][CH:7]=[C:8]([S:11]([CH3:14])(=[O:13])=[O:12])[CH:9]=2)[NH:4][C:3]1=O.BF.Cl.[OH-].[Na+]. Product: [F:1][C:2]1[C:10]2[C:5](=[CH:6][CH:7]=[C:8]([S:11]([CH3:14])(=[O:12])=[O:13])[CH:9]=2)[NH:4][CH:3]=1. The catalyst class is: 1. (7) Reactant: [C:1]([NH:11][C@@H:12]([C:14]([OH:16])=O)[CH3:13])([O:3][CH2:4][C:5]1[CH:10]=[CH:9][CH:8]=[CH:7][CH:6]=1)=[O:2].O.ON1C2C=CC=CC=2N=N1.C1C=CC2N(O)N=NC=2C=1.Cl.[CH3:39][NH:40][O:41][CH3:42].C(N(C(C)C)CC)(C)C.CCN=C=NCCCN(C)C.Cl. Product: [CH3:42][O:41][N:40]([CH3:39])[C:14](=[O:16])[C@H:12]([NH:11][C:1](=[O:2])[O:3][CH2:4][C:5]1[CH:6]=[CH:7][CH:8]=[CH:9][CH:10]=1)[CH3:13]. The catalyst class is: 2. (8) Reactant: C([O:8][C:9]1[CH:17]=[CH:16][CH:15]=[C:14]2[C:10]=1[CH:11]=[CH:12][N:13]2[S:18]([C:21]1[CH:26]=[CH:25][CH:24]=[CH:23][C:22]=1[F:27])(=[O:20])=[O:19])C1C=CC=CC=1. Product: [F:27][C:22]1[CH:23]=[CH:24][CH:25]=[CH:26][C:21]=1[S:18]([N:13]1[C:14]2[C:10](=[C:9]([OH:8])[CH:17]=[CH:16][CH:15]=2)[CH:11]=[CH:12]1)(=[O:19])=[O:20]. The catalyst class is: 354. (9) Reactant: [N:1]1[C:10]2[C:5](=[CH:6][CH:7]=[CH:8][CH:9]=2)[C:4]([N:11]2[CH2:17][C:16]3[CH:18]=[C:19]([C:22]4[CH:23]=[C:24]([NH2:29])[C:25]([NH2:28])=[CH:26][CH:27]=4)[CH:20]=[CH:21][C:15]=3[O:14][CH2:13][CH2:12]2)=[CH:3][CH:2]=1.[C:30](N1C=CN=C1)(N1C=CN=C1)=[S:31]. Product: [N:1]1[C:10]2[C:5](=[CH:6][CH:7]=[CH:8][CH:9]=2)[C:4]([N:11]2[CH2:17][C:16]3[CH:18]=[C:19]([C:22]4[CH:27]=[CH:26][C:25]5[NH:28][C:30](=[S:31])[NH:29][C:24]=5[CH:23]=4)[CH:20]=[CH:21][C:15]=3[O:14][CH2:13][CH2:12]2)=[CH:3][CH:2]=1. The catalyst class is: 7.